From a dataset of Peptide-MHC class I binding affinity with 185,985 pairs from IEDB/IMGT. Regression. Given a peptide amino acid sequence and an MHC pseudo amino acid sequence, predict their binding affinity value. This is MHC class I binding data. (1) The peptide sequence is YIINEFMTY. The MHC is HLA-B15:01 with pseudo-sequence HLA-B15:01. The binding affinity (normalized) is 0.721. (2) The peptide sequence is EPEFYEAMY. The MHC is HLA-A01:01 with pseudo-sequence HLA-A01:01. The binding affinity (normalized) is 0. (3) The peptide sequence is QLSLRMLSL. The MHC is HLA-A68:02 with pseudo-sequence HLA-A68:02. The binding affinity (normalized) is 0.0847. (4) The binding affinity (normalized) is 0.526. The MHC is HLA-B40:02 with pseudo-sequence HLA-B40:02. The peptide sequence is AELLPDTTYL. (5) The peptide sequence is FSDLCNFLI. The MHC is HLA-B18:01 with pseudo-sequence HLA-B18:01. The binding affinity (normalized) is 0.0847. (6) The peptide sequence is HRCQAIRK. The MHC is HLA-A02:02 with pseudo-sequence HLA-A02:02. The binding affinity (normalized) is 0.